Dataset: Forward reaction prediction with 1.9M reactions from USPTO patents (1976-2016). Task: Predict the product of the given reaction. (1) Given the reactants [F:1][C:2]1[CH:7]=[CH:6][C:5]([N:8]([CH3:17])[C:9]2[CH:10]=[N:11][C:12]([O:15]C)=[CH:13][CH:14]=2)=[CH:4][CH:3]=1.[Cl:18][C:19]1[CH:26]=[CH:25][C:22]([CH2:23]Br)=[CH:21][CH:20]=1, predict the reaction product. The product is: [Cl:18][C:19]1[CH:26]=[CH:25][C:22]([CH2:23][N:11]2[CH:10]=[C:9]([N:8]([C:5]3[CH:6]=[CH:7][C:2]([F:1])=[CH:3][CH:4]=3)[CH3:17])[CH:14]=[CH:13][C:12]2=[O:15])=[CH:21][CH:20]=1. (2) Given the reactants [CH2:1]([OH:7])[C:2]1[O:6][CH:5]=[CH:4][CH:3]=1.C(N(CC)CC)C.[C:15](Cl)(=[O:18])[CH:16]=[CH2:17], predict the reaction product. The product is: [C:15]([O:7][CH2:1][C:2]1[O:6][CH:5]=[CH:4][CH:3]=1)(=[O:18])[CH:16]=[CH2:17]. (3) Given the reactants [CH2:1]([O:3][C:4]([C:6]1[C:11](=[O:12])[NH:10][C:9]2[N:13]([CH:16]([CH3:18])[CH3:17])[N:14]=[CH:15][C:8]=2[C:7]=1Cl)=[O:5])[CH3:2].[NH:20]1[CH2:25][CH2:24][O:23][CH2:22][CH2:21]1, predict the reaction product. The product is: [CH2:1]([O:3][C:4]([C:6]1[C:11](=[O:12])[NH:10][C:9]2[N:13]([CH:16]([CH3:18])[CH3:17])[N:14]=[CH:15][C:8]=2[C:7]=1[N:20]1[CH2:25][CH2:24][O:23][CH2:22][CH2:21]1)=[O:5])[CH3:2]. (4) Given the reactants [CH2:1]([N:3]1[C:7]([C:8]2[CH:18]=[CH:17][C:11]3[O:12][CH2:13][C:14](=[O:16])[NH:15][C:10]=3[CH:9]=2)=[CH:6][C:5]([CH3:19])=[N:4]1)[CH3:2].C1C(=O)N([I:27])C(=O)C1, predict the reaction product. The product is: [CH2:1]([N:3]1[C:7]([C:8]2[CH:18]=[CH:17][C:11]3[O:12][CH2:13][C:14](=[O:16])[NH:15][C:10]=3[CH:9]=2)=[C:6]([I:27])[C:5]([CH3:19])=[N:4]1)[CH3:2].